From a dataset of Forward reaction prediction with 1.9M reactions from USPTO patents (1976-2016). Predict the product of the given reaction. (1) The product is: [F:15][C:5]1[CH:4]=[CH:3][C:8]([CH2:9][C@@H:10]([NH2:14])[CH2:11][OH:12])=[CH:7][CH:6]=1. Given the reactants [BH4-].[Na+].[CH:3]1[C:8]([CH2:9][C@@H:10]([NH2:14])[C:11](O)=[O:12])=[CH:7][CH:6]=[C:5]([F:15])[CH:4]=1.II.CO, predict the reaction product. (2) Given the reactants [O:1]1[C@@:3]23[C@:23]([CH3:28])([CH2:24][CH2:25][C:26](=[O:27])[C@@H:2]12)[C:22]1[CH2:21][CH2:20][C@@:19]2([CH3:29])[C@@H:7]([CH2:8][CH2:9][C@@H:10]2[C@H:11]([CH3:18])[CH2:12][CH2:13][CH2:14][CH:15]([CH3:17])[CH3:16])[C:6]=1[CH2:5][CH2:4]3, predict the reaction product. The product is: [CH3:17][CH:15]([CH2:14][CH2:13][CH2:12][C@H:11]([C@@H:10]1[C@:19]2([CH3:29])[C@H:7]([C:6]3[CH2:5][CH2:4][C@@:3]4([OH:1])[C@:23]([C:22]=3[CH2:21][CH2:20]2)([CH3:28])[CH2:24][CH2:25][C@H:26]([OH:27])[CH2:2]4)[CH2:8][CH2:9]1)[CH3:18])[CH3:16].[CH3:17][CH:15]([CH2:14][CH2:13][CH2:12][C@H:11]([C@@H:10]1[C@:19]2([CH3:29])[C@H:7]([C:6]3[CH2:5][CH2:4][C@@:3]4([OH:1])[C@:23]([C:22]=3[CH2:21][CH2:20]2)([CH3:28])[CH2:24][CH2:25][C@@H:26]([OH:27])[CH2:2]4)[CH2:8][CH2:9]1)[CH3:18])[CH3:16]. (3) Given the reactants [CH3:1][C:2]1[CH:7]=[C:6]([CH3:8])[CH:5]=[CH:4][C:3]=1[N:9]1[CH2:14][CH2:13][N:12]([C:15]([C:17]2[CH:22]=[CH:21][C:20](I)=[CH:19][CH:18]=2)=[O:16])[CH2:11][CH2:10]1.[NH:24]1[CH2:30][CH2:29][CH2:28][CH2:27][CH2:26][C:25]1=[O:31], predict the reaction product. The product is: [CH3:1][C:2]1[CH:7]=[C:6]([CH3:8])[CH:5]=[CH:4][C:3]=1[N:9]1[CH2:14][CH2:13][N:12]([C:15]([C:17]2[CH:22]=[CH:21][C:20]([N:24]3[CH2:30][CH2:29][CH2:28][CH2:27][CH2:26][C:25]3=[O:31])=[CH:19][CH:18]=2)=[O:16])[CH2:11][CH2:10]1. (4) Given the reactants [F:1][C:2]1[CH:10]=[CH:9][C:8]([N+:11]([O-:13])=[O:12])=[CH:7][C:3]=1[C:4]([OH:6])=[O:5].[CH3:14][C:15](OC(O[C:15]([CH3:17])([CH3:16])[CH3:14])N(C)C)([CH3:17])[CH3:16], predict the reaction product. The product is: [F:1][C:2]1[CH:10]=[CH:9][C:8]([N+:11]([O-:13])=[O:12])=[CH:7][C:3]=1[C:4]([O:6][C:15]([CH3:17])([CH3:16])[CH3:14])=[O:5]. (5) Given the reactants Br[C@H:2]1[C@H:7]([OH:8])[CH2:6][CH2:5][CH2:4][C@@H:3]1[N:9]1[C:17](=[O:18])[C:16]2[C:11](=[CH:12][CH:13]=[CH:14][CH:15]=2)[C:10]1=[O:19].C([SnH](CCCC)CCCC)CCC.C1(C)C=CC=CC=1.N(/C(C)(C)C#N)=N\C(C)(C)C#N, predict the reaction product. The product is: [OH:8][C@@H:7]1[CH2:6][CH2:5][CH2:4][C@H:3]([N:9]2[C:10](=[O:19])[C:11]3[C:16](=[CH:15][CH:14]=[CH:13][CH:12]=3)[C:17]2=[O:18])[CH2:2]1. (6) Given the reactants [CH3:1][O:2][C:3]1[C:11]([O:12][CH3:13])=[CH:10][CH:9]=[C:8]2[C:4]=1[CH2:5][CH2:6][CH:7]2[C:14](N)=[O:15].[OH-:17].[K+].CO, predict the reaction product. The product is: [CH3:1][O:2][C:3]1[C:11]([O:12][CH3:13])=[CH:10][CH:9]=[C:8]2[C:4]=1[CH2:5][CH2:6][CH:7]2[C:14]([OH:15])=[O:17].